Dataset: Peptide-MHC class II binding affinity with 134,281 pairs from IEDB. Task: Regression. Given a peptide amino acid sequence and an MHC pseudo amino acid sequence, predict their binding affinity value. This is MHC class II binding data. (1) The binding affinity (normalized) is 0. The MHC is DRB3_0202 with pseudo-sequence DRB3_0202. The peptide sequence is FETIVVTVDSLPEFK. (2) The peptide sequence is LAEGIVLASAALGPL. The MHC is DRB1_0301 with pseudo-sequence DRB1_0301. The binding affinity (normalized) is 0.600. (3) The peptide sequence is RMLEPTRVVNWEVII. The MHC is HLA-DQA10201-DQB10303 with pseudo-sequence HLA-DQA10201-DQB10303. The binding affinity (normalized) is 0.378. (4) The peptide sequence is STWYGKPTAAGPKDN. The MHC is DRB3_0202 with pseudo-sequence DRB3_0202. The binding affinity (normalized) is 0. (5) The peptide sequence is LGHDGTVWAQSADFP. The MHC is HLA-DPA10201-DPB10101 with pseudo-sequence HLA-DPA10201-DPB10101. The binding affinity (normalized) is 0.0487. (6) The peptide sequence is DWQQVPFCSHHFHELIM. The MHC is DRB4_0101 with pseudo-sequence DRB4_0103. The binding affinity (normalized) is 0.349.